Regression. Given a peptide amino acid sequence and an MHC pseudo amino acid sequence, predict their binding affinity value. This is MHC class II binding data. From a dataset of Peptide-MHC class II binding affinity with 134,281 pairs from IEDB. The peptide sequence is AHLAEENEGDNACKR. The MHC is HLA-DQA10501-DQB10402 with pseudo-sequence HLA-DQA10501-DQB10402. The binding affinity (normalized) is 0.